This data is from Full USPTO retrosynthesis dataset with 1.9M reactions from patents (1976-2016). The task is: Predict the reactants needed to synthesize the given product. (1) Given the product [F:20][C:21]1[CH:22]=[C:23]([CH:27]=[C:28]([N:30]2[CH2:31][CH2:32][CH2:33][CH2:34][CH2:35]2)[CH:29]=1)[C:6]([NH:7][C:8]1[C:17]2[C:12](=[CH:13][CH:14]=[CH:15][CH:16]=2)[C:11]([O:18][CH2:41][C:38]2[CH:39]=[CH:40][O:36][CH:37]=2)=[CH:10][CH:9]=1)=[O:19], predict the reactants needed to synthesize it. The reactants are: C(O[C:6](=[O:19])[NH:7][C:8]1[C:17]2[C:12](=[CH:13][CH:14]=[CH:15][CH:16]=2)[C:11]([OH:18])=[CH:10][CH:9]=1)(C)(C)C.[F:20][C:21]1[CH:22]=[C:23]([CH:27]=[C:28]([N:30]2[CH2:35][CH2:34][CH2:33][CH2:32][CH2:31]2)[CH:29]=1)C(O)=O.[O:36]1[CH:40]=[CH:39][C:38]([CH2:41]O)=[CH:37]1. (2) Given the product [CH2:27]([C@H:22]([NH:21][C:19](=[O:20])[O:18][C:14]([CH3:15])([CH3:16])[CH3:17])[C:23](=[O:25])[CH:35]([Br:34])[Cl:36])[C:28]1[CH:33]=[CH:32][CH:31]=[CH:30][CH:29]=1, predict the reactants needed to synthesize it. The reactants are: C(NC(C)C)(C)C.C([Mg]Cl)CCC.[C:14]([O:18][C:19]([NH:21][C@@H:22]([CH2:27][C:28]1[CH:33]=[CH:32][CH:31]=[CH:30][CH:29]=1)[C:23]([O:25]C)=O)=[O:20])([CH3:17])([CH3:16])[CH3:15].[Br:34][CH2:35][Cl:36].Cl. (3) Given the product [Br:1][C:2]1[CH:7]=[CH:6][C:5]([CH2:8][C:19]#[N:20])=[C:4]([O:10][CH:11]2[CH2:16][CH2:15][CH2:14][CH2:13][CH2:12]2)[CH:3]=1, predict the reactants needed to synthesize it. The reactants are: [Br:1][C:2]1[CH:7]=[CH:6][C:5]([CH2:8]Cl)=[C:4]([O:10][CH:11]2[CH2:16][CH2:15][CH2:14][CH2:13][CH2:12]2)[CH:3]=1.[I-].[K+].[C-:19]#[N:20].[K+].O. (4) Given the product [CH:32]([N:45]1[CH2:48][C:47]([C:7]2[CH:6]=[CH:5][C:4]([C:9]3[CH2:13][C:12]([C:18]4[CH:23]=[C:22]([Cl:24])[C:21]([Cl:25])=[C:20]([Cl:26])[CH:19]=4)([C:14]([F:17])([F:16])[F:15])[O:11][N:10]=3)=[CH:3][C:2]=2[Br:1])([OH:49])[CH2:46]1)([C:39]1[CH:44]=[CH:43][CH:42]=[CH:41][CH:40]=1)[C:33]1[CH:34]=[CH:35][CH:36]=[CH:37][CH:38]=1, predict the reactants needed to synthesize it. The reactants are: [Br:1][C:2]1[CH:3]=[C:4]([C:9]2[CH2:13][C:12]([C:18]3[CH:23]=[C:22]([Cl:24])[C:21]([Cl:25])=[C:20]([Cl:26])[CH:19]=3)([C:14]([F:17])([F:16])[F:15])[O:11][N:10]=2)[CH:5]=[CH:6][C:7]=1I.C([Mg]Cl)(C)C.[CH:32]([N:45]1[CH2:48][C:47](=[O:49])[CH2:46]1)([C:39]1[CH:44]=[CH:43][CH:42]=[CH:41][CH:40]=1)[C:33]1[CH:38]=[CH:37][CH:36]=[CH:35][CH:34]=1. (5) Given the product [OH:35][CH:34]([CH2:36][OH:5])[CH2:33][C:29]1[C:24]2[O:23][CH2:22][C:21]3=[C:17]([C:15]([NH:14][CH:9]4[CH2:13][CH2:12][CH2:11][CH2:10]4)=[O:16])[N:18]=[CH:19][N:20]3[C:25]=2[CH:26]=[CH:27][CH:28]=1, predict the reactants needed to synthesize it. The reactants are: C[N+]1([O-])CC[O:5]CC1.[CH:9]1([NH:14][C:15]([C:17]2[N:18]=[CH:19][N:20]3[C:25]4[CH:26]=[CH:27][CH:28]=[C:29](CC=C)[C:24]=4[O:23][CH2:22][C:21]=23)=[O:16])[CH2:13][CH2:12][CH2:11][CH2:10]1.[CH3:33][C:34]([CH3:36])=[O:35].O. (6) Given the product [CH2:1]([O:3][C:4]([C:6]1[C:15](=[O:16])[C:14]2[C:9](=[CH:10][CH:11]=[CH:12][C:13]=2[O:17][CH3:18])[NH:8][CH:7]=1)=[O:5])[CH3:2], predict the reactants needed to synthesize it. The reactants are: [CH2:1]([O:3][C:4]([C:6]1[C:15](=[O:16])[C:14]2[C:9](=[C:10](Br)[CH:11]=[CH:12][C:13]=2[O:17][CH3:18])[NH:8][CH:7]=1)=[O:5])[CH3:2].C([O-])(=O)C.[Na+]. (7) Given the product [NH2:12][C:6]1[CH:7]=[N:8][C:9]2[C:4]([C:5]=1[NH:15][C:16]1[CH:21]=[CH:20][C:19]([N:22]3[CH2:23][CH2:24][CH:25]([C:28]([O:30][CH3:31])=[O:29])[CH2:26][CH2:27]3)=[C:18]([C:32]([F:33])([F:35])[F:34])[CH:17]=1)=[CH:3][C:2]([Br:1])=[CH:11][CH:10]=2, predict the reactants needed to synthesize it. The reactants are: [Br:1][C:2]1[CH:3]=[C:4]2[C:9](=[CH:10][CH:11]=1)[N:8]=[CH:7][C:6]([N+:12]([O-])=O)=[C:5]2[NH:15][C:16]1[CH:21]=[CH:20][C:19]([N:22]2[CH2:27][CH2:26][CH:25]([C:28]([O:30][CH3:31])=[O:29])[CH2:24][CH2:23]2)=[C:18]([C:32]([F:35])([F:34])[F:33])[CH:17]=1.O.O.[Sn](Cl)Cl.C([O-])(O)=O.[Na+]. (8) Given the product [NH2:12][C:7]1[CH:8]=[N:9][C:10]2[C:5]([C:6]=1[NH:15][CH2:16][CH2:17][NH:18][C:19](=[O:25])[O:20][C:21]([CH3:22])([CH3:23])[CH3:24])=[CH:4][CH:3]=[C:2]([Br:1])[CH:11]=2, predict the reactants needed to synthesize it. The reactants are: [Br:1][C:2]1[CH:11]=[C:10]2[C:5]([C:6]([NH:15][CH2:16][CH2:17][NH:18][C:19](=[O:25])[O:20][C:21]([CH3:24])([CH3:23])[CH3:22])=[C:7]([N+:12]([O-])=O)[CH:8]=[N:9]2)=[CH:4][CH:3]=1.